This data is from Full USPTO retrosynthesis dataset with 1.9M reactions from patents (1976-2016). The task is: Predict the reactants needed to synthesize the given product. Given the product [CH2:22]([CH:21]1[C:10]2[C:11](=[CH:12][N:8]([CH2:7][C:6]3[CH:5]=[CH:4][C:3]([O:2][CH3:1])=[CH:26][CH:25]=3)[N:9]=2)[C:13]2[N:14]=[C:15]([NH2:20])[S:16][C:17]=2[CH2:18][O:24]1)[CH3:23], predict the reactants needed to synthesize it. The reactants are: [CH3:1][O:2][C:3]1[CH:26]=[CH:25][C:6]([CH2:7][N:8]2[CH:12]=[C:11]([C:13]3[N:14]=[C:15]([NH2:20])[S:16][C:17]=3[CH2:18]O)[C:10]([CH:21]([OH:24])[CH2:22][CH3:23])=[N:9]2)=[CH:5][CH:4]=1.